Task: Predict the reaction yield, written as a fraction of the theoretical maximum amount of product (1.0 means a 100% yield; for example, 0.34 means a 34% yield).. Dataset: Reaction yield outcomes from USPTO patents with 853,638 reactions (1) The reactants are [N:1]1[CH:6]=[CH:5][CH:4]=[CH:3][C:2]=1[O:7][CH:8]([C:10]1[CH:19]=[CH:18][C:13]([C:14]([O:16]C)=[O:15])=[CH:12][CH:11]=1)[CH3:9].O.[OH-].[Li+].O.CO. The catalyst is O1CCCC1. The product is [N:1]1[CH:6]=[CH:5][CH:4]=[CH:3][C:2]=1[O:7][CH:8]([C:10]1[CH:19]=[CH:18][C:13]([C:14]([OH:16])=[O:15])=[CH:12][CH:11]=1)[CH3:9]. The yield is 0.930. (2) The reactants are [CH3:1][O:2][C:3]1[CH:27]=[CH:26][C:6]([CH2:7][N:8]2[CH:17]=[C:16]3[C:10]([N:11]([CH2:19][C:20]4[O:24][N:23]=[C:22]([CH3:25])[N:21]=4)[CH2:12][CH2:13][CH2:14][C:15]3=O)=[N:9]2)=[CH:5][CH:4]=1.[F:28][C:29]1[CH:30]=[N:31][C:32]([NH:35][C:36]([NH2:38])=[S:37])=[N:33][CH:34]=1.II.NC(N)=S. The catalyst is N1C=CC=CC=1. The product is [F:28][C:29]1[CH:30]=[N:31][C:32]([NH:35][C:36]2[S:37][C:14]3[CH2:13][CH2:12][N:11]([CH2:19][C:20]4[O:24][N:23]=[C:22]([CH3:25])[N:21]=4)[C:10]4=[N:9][N:8]([CH2:7][C:6]5[CH:5]=[CH:4][C:3]([O:2][CH3:1])=[CH:27][CH:26]=5)[CH:17]=[C:16]4[C:15]=3[N:38]=2)=[N:33][CH:34]=1. The yield is 0.560. (3) The product is [Cl:11][C:9]1[N:10]=[C:2]([NH:14][CH2:12][CH3:13])[C:3]([C:4]([OH:6])=[O:5])=[CH:7][CH:8]=1. The yield is 0.620. The reactants are Cl[C:2]1[N:10]=[C:9]([Cl:11])[CH:8]=[CH:7][C:3]=1[C:4]([OH:6])=[O:5].[CH2:12]([NH2:14])[CH3:13]. The catalyst is O. (4) The reactants are Br[C:2]1[CH:6]=[C:5]([C:7]#[C:8][C:9]([CH3:12])([CH3:11])[CH3:10])[S:4][C:3]=1[C:13]([O:15][CH3:16])=[O:14].C1C=CC(P(C2C(C3C(P(C4C=CC=CC=4)C4C=CC=CC=4)=CC=C4C=3C=CC=C4)=C3C(C=CC=C3)=CC=2)C2C=CC=CC=2)=CC=1.Cl.[NH2:64][C@@H:65]([CH2:73][CH3:74])[C:66]([O:68][C:69]([CH3:72])([CH3:71])[CH3:70])=[O:67].C(=O)([O-])[O-].[Cs+].[Cs+]. The catalyst is CCOC(C)=O.C1C=CC(/C=C/C(/C=C/C2C=CC=CC=2)=O)=CC=1.C1C=CC(/C=C/C(/C=C/C2C=CC=CC=2)=O)=CC=1.C1C=CC(/C=C/C(/C=C/C2C=CC=CC=2)=O)=CC=1.[Pd].[Pd]. The product is [C:69]([O:68][C:66](=[O:67])[C@@H:65]([NH:64][C:2]1[CH:6]=[C:5]([C:7]#[C:8][C:9]([CH3:12])([CH3:11])[CH3:10])[S:4][C:3]=1[C:13]([O:15][CH3:16])=[O:14])[CH2:73][CH3:74])([CH3:71])([CH3:70])[CH3:72]. The yield is 0.830. (5) The product is [Cl:31][CH2:2][C:3]1[S:7][C:6]([C:8]2[NH:9][C:10]3[C:15]([CH:16]=2)=[CH:14][CH:13]=[CH:12][C:11]=3[N:17]([CH:26]([CH3:28])[CH3:27])[S:18]([C:21]2[S:22][CH:23]=[CH:24][CH:25]=2)(=[O:20])=[O:19])=[N:5][CH:4]=1. The yield is 0.900. The reactants are O[CH2:2][C:3]1[S:7][C:6]([C:8]2[NH:9][C:10]3[C:15]([CH:16]=2)=[CH:14][CH:13]=[CH:12][C:11]=3[N:17]([CH:26]([CH3:28])[CH3:27])[S:18]([C:21]2[S:22][CH:23]=[CH:24][CH:25]=2)(=[O:20])=[O:19])=[N:5][CH:4]=1.S(Cl)([Cl:31])=O.O1CCCC1. The catalyst is CN(C)C=O.O. (6) The reactants are [Br:1][C:2]1[CH:28]=[CH:27][C:5]2[N:6]=[C:7]([NH:9][C:10]3[CH:15]=[C:14]([CH2:16][O:17]C)[N:13]=[C:12]([NH:19][C@H:20]4[CH2:25][CH2:24][C@H:23]([OH:26])[CH2:22][CH2:21]4)[N:11]=3)[S:8][C:4]=2[CH:3]=1.B(Br)(Br)Br.O. The catalyst is ClCCl. The product is [Br:1][C:2]1[CH:28]=[CH:27][C:5]2[N:6]=[C:7]([NH:9][C:10]3[CH:15]=[C:14]([CH2:16][OH:17])[N:13]=[C:12]([NH:19][C@H:20]4[CH2:21][CH2:22][C@H:23]([OH:26])[CH2:24][CH2:25]4)[N:11]=3)[S:8][C:4]=2[CH:3]=1. The yield is 0.940. (7) The reactants are [CH:1]([N:4]1[CH:8]=[N:7][C:6]([CH3:9])=[N:5]1)([CH3:3])[CH3:2].C(N1C(C)=NC=N1)(C)C.C([Li])CCC.[Br:24][C:25]1[CH:26]=[CH:27][C:28]2[O:37][CH2:36][CH2:35][N:34]3[C:30](=[N:31][C:32](I)=[CH:33]3)[C:29]=2[CH:39]=1. The catalyst is C1COCC1.[Cl-].[Zn+2].[Cl-].C1C=CC([P]([Pd]([P](C2C=CC=CC=2)(C2C=CC=CC=2)C2C=CC=CC=2)([P](C2C=CC=CC=2)(C2C=CC=CC=2)C2C=CC=CC=2)[P](C2C=CC=CC=2)(C2C=CC=CC=2)C2C=CC=CC=2)(C2C=CC=CC=2)C2C=CC=CC=2)=CC=1. The product is [Br:24][C:25]1[CH:26]=[CH:27][C:28]2[O:37][CH2:36][CH2:35][N:34]3[C:30](=[N:31][C:32]([C:8]4[N:4]([CH:1]([CH3:3])[CH3:2])[N:5]=[C:6]([CH3:9])[N:7]=4)=[CH:33]3)[C:29]=2[CH:39]=1. The yield is 0.220.